From a dataset of TCR-epitope binding with 47,182 pairs between 192 epitopes and 23,139 TCRs. Binary Classification. Given a T-cell receptor sequence (or CDR3 region) and an epitope sequence, predict whether binding occurs between them. The TCR CDR3 sequence is CASTPGVDVNEQFF. Result: 1 (the TCR binds to the epitope). The epitope is VLWAHGFEL.